This data is from NCI-60 drug combinations with 297,098 pairs across 59 cell lines. The task is: Regression. Given two drug SMILES strings and cell line genomic features, predict the synergy score measuring deviation from expected non-interaction effect. Drug 1: CC=C1C(=O)NC(C(=O)OC2CC(=O)NC(C(=O)NC(CSSCCC=C2)C(=O)N1)C(C)C)C(C)C. Drug 2: N.N.Cl[Pt+2]Cl. Cell line: HOP-62. Synergy scores: CSS=70.6, Synergy_ZIP=5.40, Synergy_Bliss=6.15, Synergy_Loewe=-6.66, Synergy_HSA=8.53.